From a dataset of Retrosynthesis with 50K atom-mapped reactions and 10 reaction types from USPTO. Predict the reactants needed to synthesize the given product. (1) The reactants are: C=CCBr.CCC(=O)NCCc1c[nH]c2ccc(O)cc12. Given the product C=CCOc1ccc2[nH]cc(CCNC(=O)CC)c2c1, predict the reactants needed to synthesize it. (2) Given the product Fc1ncccc1-c1ccc2c(c1)-c1nc(-c3ncnn3CC(F)(F)F)cn1CCO2, predict the reactants needed to synthesize it. The reactants are: FC(F)(F)Cn1ncnc1-c1cn2c(n1)-c1cc(Br)ccc1OCC2.OB(O)c1cccnc1F. (3) Given the product CCOC(=O)c1cc2n(c1)CN(C(=O)OCC)c1ccccc1-2, predict the reactants needed to synthesize it. The reactants are: CCOC(=O)Cl.CCOC(=O)c1cc2n(c1)CNc1ccccc1-2. (4) Given the product CC(=O)N1CCC(Nc2nccc(N3CCOc4cnc(-c5ccccc5)nc43)n2)CC1, predict the reactants needed to synthesize it. The reactants are: CC(=O)O.c1ccc(-c2ncc3c(n2)N(c2ccnc(NC4CCNCC4)n2)CCO3)cc1. (5) Given the product c1ccc(-c2nc3ccc(NCCCN4CCC(OC(c5ccccc5)c5ccccc5)CC4)nn3n2)cc1, predict the reactants needed to synthesize it. The reactants are: Clc1ccc2nc(-c3ccccc3)nn2n1.NCCCN1CCC(OC(c2ccccc2)c2ccccc2)CC1. (6) Given the product COc1cc(C(=O)N2CCN(C)CC2)ccc1Nc1ncc2c(n1)N(C1CCCC1)CC(F)(F)C(=O)N2C, predict the reactants needed to synthesize it. The reactants are: CN1CCNCC1.COc1cc(C(=O)O)ccc1Nc1ncc2c(n1)N(C1CCCC1)CC(F)(F)C(=O)N2C. (7) Given the product CCOP(=O)(Cc1cc(Cl)c(OC)c([N+](=O)[O-])c1F)OCC, predict the reactants needed to synthesize it. The reactants are: CCOP(OCC)OCC.COc1c(Cl)cc(CBr)c(F)c1[N+](=O)[O-]. (8) Given the product CC(=O)c1c(CCN2CCC(c3noc4cc(F)ccc34)CC2)sc2c1CCN(C(C)=O)C2, predict the reactants needed to synthesize it. The reactants are: CC(=O)c1c(CCCl)sc2c1CCN(C(C)=O)C2.Fc1ccc2c(C3CCNCC3)noc2c1. (9) Given the product O=C(NN1CCN(C(=O)Cn2c(=O)sc3ccc(Cl)cc32)CC1)c1ccc(F)cc1, predict the reactants needed to synthesize it. The reactants are: NN1CCN(C(=O)Cn2c(=O)sc3ccc(Cl)cc32)CC1.O=C(Cl)c1ccc(F)cc1. (10) The reactants are: CC(C)N.CCOC(=O)c1ccc(NCc2c(-c3ccc(F)cc3)noc2C)nn1. Given the product Cc1onc(-c2ccc(F)cc2)c1CNc1ccc(C(=O)NC(C)C)nn1, predict the reactants needed to synthesize it.